From a dataset of Reaction yield outcomes from USPTO patents with 853,638 reactions. Predict the reaction yield, written as a fraction of the theoretical maximum amount of product (1.0 means a 100% yield; for example, 0.34 means a 34% yield). The reactants are FC(F)(F)S(OS(C(F)(F)F)(=O)=O)(=O)=O.[F:16][C:17]([CH3:22])([CH2:20][OH:21])[CH2:18]O.N1C(C)=CC=CC=1C.[NH:31]1[C:39]2[C:34](=[CH:35][CH:36]=[CH:37][CH:38]=2)[C:33]([CH2:40][C@H:41]([NH2:43])[CH3:42])=[CH:32]1.CCN(C(C)C)C(C)C. The catalyst is C(Cl)Cl. The product is [NH:31]1[C:39]2[C:34](=[CH:35][CH:36]=[CH:37][CH:38]=2)[C:33]([CH2:40][C@H:41]([NH:43][CH2:18][C:17]([F:16])([CH3:22])[CH2:20][OH:21])[CH3:42])=[CH:32]1. The yield is 0.476.